This data is from Forward reaction prediction with 1.9M reactions from USPTO patents (1976-2016). The task is: Predict the product of the given reaction. (1) Given the reactants CN1C=C(C2NC3=NC=CC(C4C=CC(C5(NC(C6OC(C(C)(C)C)=NN=6)=O)CC5)=CC=4)=C3N=2)C=N1.Br[C:38]1[CH:43]=[CH:42][N:41]=[C:40]2[NH:44][C:45]([C:47]3[CH:48]=[N:49][N:50]([CH3:52])[CH:51]=3)=[N:46][C:39]=12.[C:53]([C:57]1[CH:58]=[C:59]2[C:64](=[CH:65][CH:66]=1)[C:63](=[O:67])[N:62]([CH2:68][C:69]1[CH:74]=[CH:73][C:72](B3OC(C)(C)C(C)(C)O3)=[CH:71][C:70]=1[F:84])[CH2:61][CH2:60]2)([CH3:56])([CH3:55])[CH3:54].P([O-])([O-])([O-])=O.[K+].[K+].[K+].C([O-])(=O)C.[Na+], predict the reaction product. The product is: [C:53]([C:57]1[CH:58]=[C:59]2[C:64](=[CH:65][CH:66]=1)[C:63](=[O:67])[N:62]([CH2:68][C:69]1[CH:74]=[CH:73][C:72]([C:38]3[CH:43]=[CH:42][N:41]=[C:40]4[NH:44][C:45]([C:47]5[CH:48]=[N:49][N:50]([CH3:52])[CH:51]=5)=[N:46][C:39]=34)=[CH:71][C:70]=1[F:84])[CH2:61][CH2:60]2)([CH3:56])([CH3:54])[CH3:55]. (2) Given the reactants Cl.Cl[C:3]1[N:8]=[C:7]([NH:9][CH:10]2[CH2:15][C:14]([CH3:17])([CH3:16])[NH:13][C:12]([CH3:19])([CH3:18])[CH2:11]2)[C:6]([F:20])=[CH:5][N:4]=1.[CH:21]1([C:24]2[CH:25]=[C:26]([NH2:36])[CH:27]=[C:28]([N:31]3[CH:35]=[N:34][N:33]=[N:32]3)[C:29]=2[F:30])[CH2:23][CH2:22]1.N1C=NN=N1.C[CH:43]([OH:45])C, predict the reaction product. The product is: [NH3:4].[CH3:43][OH:45].[CH:21]1([C:24]2[CH:25]=[C:26]([NH:36][C:3]3[N:8]=[C:7]([NH:9][CH:10]4[CH2:15][C:14]([CH3:17])([CH3:16])[NH:13][C:12]([CH3:19])([CH3:18])[CH2:11]4)[C:6]([F:20])=[CH:5][N:4]=3)[CH:27]=[C:28]([N:31]3[CH:35]=[N:34][N:33]=[N:32]3)[C:29]=2[F:30])[CH2:23][CH2:22]1. (3) Given the reactants COC1C=C[C:10]2[C:5](=[CH:6][CH:7]=[CH:8][CH:9]=2)[C:4]=1[O:13]C.[CH3:15][CH2:16][CH2:17][CH2:18][CH2:19][CH3:20].C(OCC)(=[O:23])C, predict the reaction product. The product is: [CH2:16]([C:17]1[CH:9]=[C:8]2[C:20](=[CH:19][CH:18]=1)[C:4](=[O:13])[C:5]([CH3:10])=[CH:6][C:7]2=[O:23])[CH3:15]. (4) Given the reactants [I:1][C:2]1[CH:7]=[CH:6][C:5]([N:8]=[C:9]2[S:13][CH2:12][C:11]3([CH2:17][CH2:16][CH2:15][CH2:14]3)[NH:10]2)=[C:4]([CH2:18][CH2:19][CH3:20])[CH:3]=1.[CH:21]1(Br)[CH2:25][CH2:24][CH2:23][CH2:22]1, predict the reaction product. The product is: [I:1][C:2]1[CH:7]=[CH:6][C:5]([N:8]=[C:9]2[S:13][CH2:12][C:11]3([CH2:17][CH2:16][CH2:15][CH2:14]3)[N:10]2[CH:21]2[CH2:25][CH2:24][CH2:23][CH2:22]2)=[C:4]([CH2:18][CH2:19][CH3:20])[CH:3]=1. (5) Given the reactants C(Cl)Cl.[CH2:4]([C:11]1[S:17][CH:16]2[CH:13]([C:14](=[O:18])[NH:15]2)[N:12]=1)[C:5]1[CH:10]=[CH:9][CH:8]=[CH:7][CH:6]=1.O.[C:20]([O:24][CH2:25][CH:26]=[CH2:27])(=[O:23])[CH:21]=[O:22], predict the reaction product. The product is: [CH2:25]([O:24][C:20](=[O:23])[CH:21]([N:15]1[C:14](=[O:18])[CH:13]2[CH:16]1[S:17][C:11]([CH2:4][C:5]1[CH:6]=[CH:7][CH:8]=[CH:9][CH:10]=1)=[N:12]2)[OH:22])[CH:26]=[CH2:27]. (6) Given the reactants Br[C:2]1[CH:7]=[CH:6][CH:5]=[C:4]([CH:8](C)C)[C:3]=1OC.[C:13]1(B(O)O)[CH:18]=[CH:17][CH:16]=[CH:15][CH:14]=1.P([O-])([O-])([O-])=O.[K+].[K+].[K+].[Cl-].[NH4+].[CH2:32]([O:34][CH2:35][CH3:36])C, predict the reaction product. The product is: [CH:4]([C:3]1[CH:2]=[CH:7][CH:6]=[C:36]([C:13]2[CH:18]=[CH:17][CH:16]=[CH:15][CH:14]=2)[C:35]=1[O:34][CH3:32])([CH3:8])[CH3:5].